From a dataset of Full USPTO retrosynthesis dataset with 1.9M reactions from patents (1976-2016). Predict the reactants needed to synthesize the given product. (1) Given the product [C:49]([C:51]1[CH:56]=[CH:55][C:54]([C:57]2[CH:62]=[CH:61][CH:60]=[C:59]([NH:63][C:22]([C:17]3[C:18](=[O:21])[O:19][C:20]4[C:15]([CH:16]=3)=[CH:14][CH:13]=[CH:12][C:11]=4[OH:10])=[O:24])[CH:58]=2)=[CH:53][C:52]=1[F:64])#[N:50], predict the reactants needed to synthesize it. The reactants are: CCN(C(C)C)C(C)C.[OH:10][C:11]1[CH:12]=[CH:13][CH:14]=[C:15]2[C:20]=1[O:19][C:18](=[O:21])[C:17]([C:22]([OH:24])=O)=[CH:16]2.CN(C(ON1N=NC2C=CC=NC1=2)=[N+](C)C)C.F[P-](F)(F)(F)(F)F.[C:49]([C:51]1[CH:56]=[CH:55][C:54]([C:57]2[CH:62]=[CH:61][CH:60]=[C:59]([NH2:63])[CH:58]=2)=[CH:53][C:52]=1[F:64])#[N:50]. (2) The reactants are: [C:1]([O:5][C:6]([N:8]1[CH2:13][CH2:12][CH:11]([C:14]2[O:15][CH:16]=[CH:17][C:18]=2[CH2:19][OH:20])[CH2:10][CH2:9]1)=[O:7])([CH3:4])([CH3:3])[CH3:2].C1N2CCN(CC2)C1.[S:29](Cl)([C:32]1[CH:38]=[CH:37][C:35]([CH3:36])=[CH:34][CH:33]=1)(=[O:31])=[O:30]. Given the product [C:1]([O:5][C:6]([N:8]1[CH2:13][CH2:12][CH:11]([C:14]2[O:15][CH:16]=[CH:17][C:18]=2[CH2:19][O:20][S:29]([C:32]2[CH:38]=[CH:37][C:35]([CH3:36])=[CH:34][CH:33]=2)(=[O:31])=[O:30])[CH2:10][CH2:9]1)=[O:7])([CH3:4])([CH3:2])[CH3:3], predict the reactants needed to synthesize it. (3) Given the product [F:1][C:2]1[CH:7]=[C:6]([F:8])[CH:5]=[CH:4][C:3]=1[C:9]([OH:31])([CH2:25][N:26]1[CH:30]=[N:29][N:28]=[N:27]1)[C:10]([C:13]1[CH:18]=[CH:17][C:16]([CH2:19][CH2:20][CH2:21][O:22][CH2:23][CH3:24])=[CH:15][N:14]=1)([F:11])[F:12], predict the reactants needed to synthesize it. The reactants are: [F:1][C:2]1[CH:7]=[C:6]([F:8])[CH:5]=[CH:4][C:3]=1[C:9]([OH:31])([CH2:25][N:26]1[CH:30]=[N:29][N:28]=[N:27]1)[C:10]([C:13]1[CH:18]=[CH:17][C:16](/[CH:19]=[CH:20]/[CH2:21][O:22][CH2:23][CH3:24])=[CH:15][N:14]=1)([F:12])[F:11]. (4) Given the product [Br:31][C:32]1[CH:37]=[C:36]([O:38][CH3:39])[CH:35]=[CH:34][C:33]=1[CH2:40][N:3]1[C:2]([CH3:21])([CH3:1])[C:6](=[O:7])[N:5]([C:8]2[CH:15]=[CH:14][C:11]([C:12]#[N:13])=[C:10]([C:16]([F:19])([F:17])[F:18])[CH:9]=2)[C:4]1=[O:20], predict the reactants needed to synthesize it. The reactants are: [CH3:1][C:2]1([CH3:21])[C:6](=[O:7])[N:5]([C:8]2[CH:15]=[CH:14][C:11]([C:12]#[N:13])=[C:10]([C:16]([F:19])([F:18])[F:17])[CH:9]=2)[C:4](=[O:20])[NH:3]1.BrC1C=CC=CC=1CBr.[Br:31][C:32]1[CH:37]=[C:36]([O:38][CH3:39])[CH:35]=[CH:34][C:33]=1[CH2:40]Br. (5) Given the product [F:39][C:36]([F:37])([F:38])[C:28]1[CH:27]=[C:26]([CH2:25][O:24][C@@H:10]2[CH2:11][CH2:12][C@@H:13]3[NH:8][C@@:9]2([C:40]2[CH:45]=[CH:44][CH:43]=[CH:42][CH:41]=2)[CH2:15][C@H:14]3[C:16]([N:18]2[CH2:23][CH2:22][CH2:21][CH2:20][CH2:19]2)=[O:17])[CH:31]=[C:30]([C:32]([F:33])([F:35])[F:34])[CH:29]=1, predict the reactants needed to synthesize it. The reactants are: C([N:8]1[C@@H:13]2[C@H:14]([C:16]([N:18]3[CH2:23][CH2:22][CH2:21][CH2:20][CH2:19]3)=[O:17])[CH2:15][C@@:9]1([C:40]1[CH:45]=[CH:44][CH:43]=[CH:42][CH:41]=1)[C@H:10]([O:24][CH2:25][C:26]1[CH:31]=[C:30]([C:32]([F:35])([F:34])[F:33])[CH:29]=[C:28]([C:36]([F:39])([F:38])[F:37])[CH:27]=1)[CH2:11][CH2:12]2)C1C=CC=CC=1. (6) Given the product [CH3:31][O:32][CH2:33][O:21][C@H:9]1[CH2:8][C@H:7]2[C@@H:12]([C@@H:13]3[C@@H:4]([CH2:5][CH2:6]2)[CH2:3][C@@:2]2([CH3:1])[C:18](=[O:19])[CH2:17][CH2:16][C@@H:15]2[CH2:14]3)[CH2:11][CH2:10]1, predict the reactants needed to synthesize it. The reactants are: [CH3:1][C@:2]12[C@@:18]3(C[O:19]3)[CH2:17][CH2:16][C@@H:15]1[CH2:14][C@H:13]1[C@@H:4]([CH2:5][CH2:6][C@@H:7]3[C@@H:12]1[CH2:11][CH2:10][C@@H:9]([OH:21])[CH2:8]3)[CH2:3]2.C(N(CC)C(C)C)(C)C.[CH3:31][O:32][CH2:33]Cl.O. (7) The reactants are: [F:1][C:2]1[CH:10]=[C:9]2[C:5]([CH:6]([CH2:12][CH2:13][CH2:14][CH2:15]OS(C)(=O)=O)[C:7](=[O:11])[NH:8]2)=[CH:4][CH:3]=1.[Cl:21][C:22]1[CH:23]=[C:24]([C:28]2[CH2:29][CH2:30][NH:31][CH2:32][CH:33]=2)[CH:25]=[CH:26][CH:27]=1. Given the product [ClH:21].[Cl:21][C:22]1[CH:23]=[C:24]([C:28]2[CH2:33][CH2:32][N:31]([CH2:15][CH2:14][CH2:13][CH2:12][CH:6]3[C:5]4[C:9](=[CH:10][C:2]([F:1])=[CH:3][CH:4]=4)[NH:8][C:7]3=[O:11])[CH2:30][CH:29]=2)[CH:25]=[CH:26][CH:27]=1, predict the reactants needed to synthesize it. (8) Given the product [CH3:26][C:2]1([CH3:1])[CH2:6][C:5]2[C:7]([C:28]3[CH:37]=[CH:36][CH:35]=[C:30]([C:31]([O:33][CH3:34])=[O:32])[CH:29]=3)=[CH:8][CH:9]=[C:10]([O:11][CH3:12])[C:4]=2[O:3]1, predict the reactants needed to synthesize it. The reactants are: [CH3:1][C:2]1([CH3:26])[CH2:6][C:5]2[C:7]([Sn](CCCC)(CCCC)CCCC)=[CH:8][CH:9]=[C:10]([O:11][CH3:12])[C:4]=2[O:3]1.Br[C:28]1[CH:29]=[C:30]([CH:35]=[CH:36][CH:37]=1)[C:31]([O:33][CH3:34])=[O:32].C(=O)([O-])[O-].[Na+].[Na+].O. (9) Given the product [ClH:19].[Cl:31][C:15]1[S:16][CH:17]=[C:18]([Cl:19])[C:14]=1[NH:13][C:11]1[NH:10][C:3]2[CH:4]=[C:5]([F:9])[C:6]([F:8])=[CH:7][C:2]=2[N:1]=1, predict the reactants needed to synthesize it. The reactants are: [NH2:1][C:2]1[CH:7]=[C:6]([F:8])[C:5]([F:9])=[CH:4][C:3]=1[NH:10][C:11]([NH:13][C:14]1[C:18]([Cl:19])=[CH:17][S:16][CH:15]=1)=S.[OH-].[Na+].C1(C)C=CC(S([Cl:31])(=O)=O)=CC=1.